From a dataset of Reaction yield outcomes from USPTO patents with 853,638 reactions. Predict the reaction yield, written as a fraction of the theoretical maximum amount of product (1.0 means a 100% yield; for example, 0.34 means a 34% yield). The reactants are I[C:2]1[CH:8]=[C:7]([N+:9]([O-:11])=[O:10])[CH:6]=[CH:5][C:3]=1[NH2:4].[C:12]([C:14]1[CH:19]=[CH:18][CH:17]=[CH:16][N:15]=1)#[CH:13]. The catalyst is CN(C=O)C.CCN(CC)CC.O.Cl[Pd](Cl)([P](C1C=CC=CC=1)(C1C=CC=CC=1)C1C=CC=CC=1)[P](C1C=CC=CC=1)(C1C=CC=CC=1)C1C=CC=CC=1.[Cu]I. The yield is 0.600. The product is [N+:9]([C:7]1[CH:6]=[CH:5][C:3]([NH2:4])=[C:2]([C:13]#[C:12][C:14]2[CH:19]=[CH:18][CH:17]=[CH:16][N:15]=2)[CH:8]=1)([O-:11])=[O:10].